Predict which catalyst facilitates the given reaction. From a dataset of Catalyst prediction with 721,799 reactions and 888 catalyst types from USPTO. (1) Reactant: [Br:1][C:2]1[C:12]([Cl:13])=[CH:11][C:5]([C:6](OCC)=O)=[C:4]([CH3:14])[CH:3]=1.[OH-:15].[Li+].[O:17]1[CH2:21]CCC1. Product: [Br:1][C:2]1[C:12]([Cl:13])=[CH:11][C:5]([CH2:6][C:21]([OH:17])=[O:15])=[C:4]([CH3:14])[CH:3]=1. The catalyst class is: 6. (2) Reactant: [CH3:1][C:2]1[O:3][C:4]2[C:9]([C:10](=[O:12])[CH:11]=1)=[CH:8][CH:7]=[CH:6][C:5]=2[CH:13]=[C:14]([C:23](=O)[CH3:24])[C:15]([C:17]1[CH:22]=[CH:21][CH:20]=[CH:19][CH:18]=1)=[O:16].[NH2:26]/[C:27](/[CH3:35])=[CH:28]\[C:29]([O:31][CH2:32][CH2:33][CH3:34])=[O:30]. Product: [C:15]([C:14]1[CH:13]([C:5]2[CH:6]=[CH:7][CH:8]=[C:9]3[C:4]=2[O:3][C:2]([CH3:1])=[CH:11][C:10]3=[O:12])[C:28]([C:29]([O:31][CH2:32][CH2:33][CH3:34])=[O:30])=[C:27]([CH3:35])[NH:26][C:23]=1[CH3:24])(=[O:16])[C:17]1[CH:18]=[CH:19][CH:20]=[CH:21][CH:22]=1. The catalyst class is: 8.